From a dataset of NCI-60 drug combinations with 297,098 pairs across 59 cell lines. Regression. Given two drug SMILES strings and cell line genomic features, predict the synergy score measuring deviation from expected non-interaction effect. (1) Drug 1: CC1=C2C(C(=O)C3(C(CC4C(C3C(C(C2(C)C)(CC1OC(=O)C(C(C5=CC=CC=C5)NC(=O)OC(C)(C)C)O)O)OC(=O)C6=CC=CC=C6)(CO4)OC(=O)C)OC)C)OC. Drug 2: CCN(CC)CCNC(=O)C1=C(NC(=C1C)C=C2C3=C(C=CC(=C3)F)NC2=O)C. Cell line: SF-268. Synergy scores: CSS=57.0, Synergy_ZIP=20.2, Synergy_Bliss=20.7, Synergy_Loewe=-10.4, Synergy_HSA=17.1. (2) Drug 1: CC1=C(C=C(C=C1)C(=O)NC2=CC(=CC(=C2)C(F)(F)F)N3C=C(N=C3)C)NC4=NC=CC(=N4)C5=CN=CC=C5. Drug 2: C1=NNC2=C1C(=O)NC=N2. Cell line: NCI-H322M. Synergy scores: CSS=0.956, Synergy_ZIP=0.256, Synergy_Bliss=1.91, Synergy_Loewe=0.0651, Synergy_HSA=0.126. (3) Drug 1: C1=NC2=C(N=C(N=C2N1C3C(C(C(O3)CO)O)O)F)N. Drug 2: C1=CN(C=N1)CC(O)(P(=O)(O)O)P(=O)(O)O. Cell line: MDA-MB-231. Synergy scores: CSS=3.32, Synergy_ZIP=-1.33, Synergy_Bliss=-0.685, Synergy_Loewe=-3.73, Synergy_HSA=-3.34. (4) Cell line: KM12. Drug 1: CS(=O)(=O)CCNCC1=CC=C(O1)C2=CC3=C(C=C2)N=CN=C3NC4=CC(=C(C=C4)OCC5=CC(=CC=C5)F)Cl. Drug 2: CN(CC1=CN=C2C(=N1)C(=NC(=N2)N)N)C3=CC=C(C=C3)C(=O)NC(CCC(=O)O)C(=O)O. Synergy scores: CSS=22.3, Synergy_ZIP=3.72, Synergy_Bliss=3.65, Synergy_Loewe=-34.3, Synergy_HSA=-0.508. (5) Synergy scores: CSS=50.2, Synergy_ZIP=-3.95, Synergy_Bliss=-1.15, Synergy_Loewe=-17.6, Synergy_HSA=-0.886. Drug 1: C1=NC2=C(N1)C(=S)N=C(N2)N. Drug 2: CS(=O)(=O)OCCCCOS(=O)(=O)C. Cell line: COLO 205. (6) Drug 1: C1=C(C(=O)NC(=O)N1)N(CCCl)CCCl. Drug 2: C(CN)CNCCSP(=O)(O)O. Cell line: OVCAR-8. Synergy scores: CSS=14.3, Synergy_ZIP=-7.54, Synergy_Bliss=-0.809, Synergy_Loewe=-18.2, Synergy_HSA=-1.09. (7) Drug 1: CN1C(=O)N2C=NC(=C2N=N1)C(=O)N. Drug 2: C1CN(P(=O)(OC1)NCCCl)CCCl. Cell line: OVCAR-5. Synergy scores: CSS=-1.21, Synergy_ZIP=0.0486, Synergy_Bliss=-2.13, Synergy_Loewe=-2.22, Synergy_HSA=-3.27.